This data is from Full USPTO retrosynthesis dataset with 1.9M reactions from patents (1976-2016). The task is: Predict the reactants needed to synthesize the given product. (1) Given the product [N:27]1([C:44]([C:2]2[CH:3]=[CH:4][C:5]([C:8]3([C:11]([N:13]4[CH2:17][CH2:16][C@@:15]5([C:21]6[CH:22]=[CH:23][CH:24]=[CH:25][C:20]=6[C:19](=[O:26])[O:18]5)[CH2:14]4)=[O:12])[CH2:10][CH2:9]3)=[CH:6][CH:7]=2)=[O:43])[CH2:31][CH2:30][CH2:29][CH2:28]1, predict the reactants needed to synthesize it. The reactants are: Br[C:2]1[CH:7]=[CH:6][C:5]([C:8]2([C:11]([N:13]3[CH2:17][CH2:16][C@@:15]4([C:21]5[CH:22]=[CH:23][CH:24]=[CH:25][C:20]=5[C:19](=[O:26])[O:18]4)[CH2:14]3)=[O:12])[CH2:10][CH2:9]2)=[CH:4][CH:3]=1.[NH:27]1[CH2:31][CH2:30][CH2:29][CH2:28]1.N12CCCN=C1CCCCC2.[O:43]1CCC[CH2:44]1. (2) Given the product [CH3:7][O:8][CH2:9][CH2:10][CH2:11][N:12]1[C:17]2[CH:18]=[C:19]([CH2:22][O:23][CH:24]3[CH:29]([C:30]4[CH:31]=[CH:32][C:33]([O:36][C@H:37]5[CH2:41][CH2:40][N:39]([C:54]6[CH:59]=[CH:58][CH:57]=[CH:56][CH:55]=6)[CH2:38]5)=[CH:34][CH:35]=4)[CH2:28][CH2:27][N:26]([C:42]([O:44][CH2:45][C:46]4[CH:47]=[CH:48][CH:49]=[CH:50][CH:51]=4)=[O:43])[CH2:25]3)[CH:20]=[CH:21][C:16]=2[O:15][CH2:14][C:13]1=[O:52], predict the reactants needed to synthesize it. The reactants are: CC(C)([O-])C.[Na+].[CH3:7][O:8][CH2:9][CH2:10][CH2:11][N:12]1[C:17]2[CH:18]=[C:19]([CH2:22][O:23][CH:24]3[CH:29]([C:30]4[CH:35]=[CH:34][C:33]([O:36][C@H:37]5[CH2:41][CH2:40][NH:39][CH2:38]5)=[CH:32][CH:31]=4)[CH2:28][CH2:27][N:26]([C:42]([O:44][CH2:45][C:46]4[CH:51]=[CH:50][CH:49]=[CH:48][CH:47]=4)=[O:43])[CH2:25]3)[CH:20]=[CH:21][C:16]=2[O:15][CH2:14][C:13]1=[O:52].I[C:54]1[CH:59]=[CH:58][CH:57]=[CH:56][CH:55]=1.CC1(C)C2C=CC=C(P(C3C=CC=CC=3)C3C=CC=CC=3)C=2OC2C1=CC=CC=2P(C1C=CC=CC=1)C1C=CC=CC=1. (3) The reactants are: ClC1C=CC=C(C(OO)=[O:9])C=1.[C:12]([NH:15][C:16]1[CH:21]=[C:20]([CH2:22][S:23][C:24]2[C:29]([C:30]([NH:32][C:33]3[CH:38]=[C:37]([CH3:39])[CH:36]=[C:35]([CH3:40])[CH:34]=3)=[O:31])=[CH:28][CH:27]=[CH:26][N:25]=2)[CH:19]=[CH:18][N:17]=1)(=[O:14])[CH3:13]. Given the product [C:12]([NH:15][C:16]1[CH:21]=[C:20]([CH2:22][S:23]([C:24]2[C:29]([C:30]([NH:32][C:33]3[CH:34]=[C:35]([CH3:40])[CH:36]=[C:37]([CH3:39])[CH:38]=3)=[O:31])=[CH:28][CH:27]=[CH:26][N:25]=2)=[O:9])[CH:19]=[CH:18][N:17]=1)(=[O:14])[CH3:13], predict the reactants needed to synthesize it. (4) Given the product [NH2:8][C:6]1[CH:5]=[C:4]([CH3:11])[C:3](=[O:12])[N:2]([CH3:1])[CH:7]=1, predict the reactants needed to synthesize it. The reactants are: [CH3:1][N:2]1[CH:7]=[C:6]([N+:8]([O-])=O)[CH:5]=[C:4]([CH3:11])[C:3]1=[O:12]. (5) Given the product [Cl:20][C:5]1[C:6]([NH:9][C@@H:10]2[C@@H:15]3[CH2:16][C@@H:12]([CH:13]=[CH:14]3)[C@@H:11]2[C:17]([NH2:19])=[O:18])=[C:7]2[N:8]=[C:28]([C:25]3[C:24]([CH3:30])=[N:23][N:22]([CH3:21])[C:26]=3[CH3:27])[NH:1][C:2]2=[N:3][CH:4]=1, predict the reactants needed to synthesize it. The reactants are: [NH2:1][C:2]1[C:7]([NH2:8])=[C:6]([NH:9][C@@H:10]2[C@@H:15]3[CH2:16][C@@H:12]([CH:13]=[CH:14]3)[C@@H:11]2[C:17]([NH2:19])=[O:18])[C:5]([Cl:20])=[CH:4][N:3]=1.[CH3:21][N:22]1[C:26]([CH3:27])=[C:25]([CH:28]=O)[C:24]([CH3:30])=[N:23]1.C([O-])(=O)C.[NH4+]. (6) The reactants are: Br[C:2]1[C:11]2[C:6](=[CH:7][CH:8]=[C:9]([OH:12])[CH:10]=2)[C:5](=[O:13])[N:4]([C:14]2[CH:19]=[CH:18][C:17]([OH:20])=[CH:16][CH:15]=2)[CH:3]=1.C(=O)([O-])[O-].[Cs+].[Cs+].[F:27][C:28]1[CH:29]=[C:30](B(O)O)[CH:31]=[C:32]([F:35])[C:33]=1[F:34]. Given the product [OH:12][C:9]1[CH:10]=[C:11]2[C:6](=[CH:7][CH:8]=1)[C:5](=[O:13])[N:4]([C:14]1[CH:19]=[CH:18][C:17]([OH:20])=[CH:16][CH:15]=1)[CH:3]=[C:2]2[C:30]1[CH:29]=[C:28]([F:27])[C:33]([F:34])=[C:32]([F:35])[CH:31]=1, predict the reactants needed to synthesize it. (7) Given the product [C:4]([O:3][C:1]([N:8]1[CH2:9][CH2:10][CH2:11][CH:12]([C:36](=[O:17])[NH:35][C:46]2[CH:47]=[CH:48][CH:43]=[CH:44][C:45]=2[CH3:49])[CH2:13]1)=[O:2])([CH3:5])([CH3:6])[CH3:7], predict the reactants needed to synthesize it. The reactants are: [C:1]([N:8]1[CH2:13][CH2:12][CH:11](C(O)=O)[CH2:10][CH2:9]1)([O:3][C:4]([CH3:7])([CH3:6])[CH3:5])=[O:2].[OH:17]N1C2C=CC=CC=2N=N1.C1(N=C=[N:35][CH:36]2CCCCC2)CCCCC1.N[C:43]1[CH:48]=[CH:47][CH:46]=[C:45]([CH3:49])[CH:44]=1.